From a dataset of Reaction yield outcomes from USPTO patents with 853,638 reactions. Predict the reaction yield, written as a fraction of the theoretical maximum amount of product (1.0 means a 100% yield; for example, 0.34 means a 34% yield). The reactants are [CH3:1][C:2]1[O:6][N:5]=[C:4]([C:7]2[CH:12]=[CH:11][CH:10]=[CH:9][CH:8]=2)[C:3]=1[CH2:13][O:14][C:15]1[CH:23]=[CH:22][C:18]([C:19]([OH:21])=O)=[CH:17][N:16]=1.[CH2:24]([CH:26]([CH2:29][CH3:30])[CH2:27][NH2:28])[CH3:25]. No catalyst specified. The product is [CH2:24]([CH:26]([CH2:29][CH3:30])[CH2:27][NH:28][C:19](=[O:21])[C:18]1[CH:22]=[CH:23][C:15]([O:14][CH2:13][C:3]2[C:4]([C:7]3[CH:8]=[CH:9][CH:10]=[CH:11][CH:12]=3)=[N:5][O:6][C:2]=2[CH3:1])=[N:16][CH:17]=1)[CH3:25]. The yield is 0.950.